This data is from Catalyst prediction with 721,799 reactions and 888 catalyst types from USPTO. The task is: Predict which catalyst facilitates the given reaction. Reactant: [CH3:1][O:2][NH3+:3].[Cl-].[Br:5][C:6]1[CH:7]=[CH:8][C:9]([S:14][CH2:15][CH3:16])=[C:10]([CH:13]=1)[CH:11]=O.O.C(OCC)(=O)C. Product: [CH3:1][O:2][N:3]=[CH:11][C:10]1[CH:13]=[C:6]([Br:5])[CH:7]=[CH:8][C:9]=1[S:14][CH2:15][CH3:16]. The catalyst class is: 17.